This data is from Forward reaction prediction with 1.9M reactions from USPTO patents (1976-2016). The task is: Predict the product of the given reaction. Given the reactants [C:1]([O:5][C:6]([N:8]1[CH2:12][CH2:11][CH:10]([NH:13][C:14](=[O:31])[C:15]2[CH:20]=[CH:19][C:18]([CH2:21][N:22]3[C:30]4[C:25](=[CH:26][CH:27]=[CH:28][CH:29]=4)[CH:24]=[N:23]3)=[CH:17][CH:16]=2)[CH2:9]1)=[O:7])([CH3:4])([CH3:3])[CH3:2].[CH3:32]O, predict the reaction product. The product is: [C:1]([O:5][C:6]([N:8]1[CH2:12][CH2:11][C@@H:10]([N:13]([C:14](=[O:31])[C:15]2[CH:20]=[CH:19][C:18]([CH2:21][N:22]3[C:30]4[C:25](=[CH:26][CH:27]=[CH:28][CH:29]=4)[CH:24]=[N:23]3)=[CH:17][CH:16]=2)[CH3:32])[CH2:9]1)=[O:7])([CH3:4])([CH3:2])[CH3:3].